Dataset: Catalyst prediction with 721,799 reactions and 888 catalyst types from USPTO. Task: Predict which catalyst facilitates the given reaction. (1) Reactant: [Cl:1][C:2]1[CH:45]=[CH:44][C:5]([CH2:6][C@@H:7]([NH:30][CH:31]2[CH2:36][CH2:35][N:34](C(OC(C)(C)C)=O)[CH2:33][CH2:32]2)[C:8]([N:10]2[CH:15]3[CH2:16][CH2:17][CH:11]2[CH2:12][C:13]([CH:24]2[CH2:29][CH2:28][CH2:27][CH2:26][CH2:25]2)([CH2:18][N:19]2[CH:23]=[N:22][CH:21]=[N:20]2)[CH2:14]3)=[O:9])=[CH:4][CH:3]=1. Product: [Cl:1][C:2]1[CH:3]=[CH:4][C:5]([CH2:6][C@@H:7]([NH:30][CH:31]2[CH2:32][CH2:33][NH:34][CH2:35][CH2:36]2)[C:8]([N:10]2[CH:11]3[CH2:17][CH2:16][CH:15]2[CH2:14][C:13]([CH:24]2[CH2:25][CH2:26][CH2:27][CH2:28][CH2:29]2)([CH2:18][N:19]2[CH:23]=[N:22][CH:21]=[N:20]2)[CH2:12]3)=[O:9])=[CH:44][CH:45]=1. The catalyst class is: 89. (2) Reactant: [CH2:1]([C:8]1([N:15]([CH3:17])[CH3:16])[CH2:13][CH2:12][C:11](=O)[CH2:10][CH2:9]1)[C:2]1[CH:7]=[CH:6][CH:5]=[CH:4][CH:3]=1.[CH2:18]([NH2:20])[CH3:19].C(O[BH-](OC(=O)C)OC(=O)C)(=O)C.[Na+].[OH-].[Na+]. Product: [CH2:1]([C:8]1([N:15]([CH3:17])[CH3:16])[CH2:13][CH2:12][CH:11]([NH:20][CH2:18][CH3:19])[CH2:10][CH2:9]1)[C:2]1[CH:7]=[CH:6][CH:5]=[CH:4][CH:3]=1. The catalyst class is: 506. (3) Product: [C:1]([O:5][C:6]([NH:8][CH2:9][C@H:10]1[CH2:15][CH2:14][C@H:13]([C:16]([NH:18][C@H:19]([C:38](=[O:50])[NH:39][C:40]2[CH:49]=[CH:48][C:43]3[NH:44][C:45](=[O:47])[NH:46][C:42]=3[CH:41]=2)[CH2:20][C:21]2[CH:26]=[CH:25][C:24]([C:27]3[CH:28]=[CH:29][C:30]([C:34]([OH:36])=[O:35])=[N:31][C:32]=3[CH3:33])=[CH:23][CH:22]=2)=[O:17])[CH2:12][CH2:11]1)=[O:7])([CH3:4])([CH3:2])[CH3:3]. The catalyst class is: 30. Reactant: [C:1]([O:5][C:6]([NH:8][CH2:9][C@H:10]1[CH2:15][CH2:14][C@H:13]([C:16]([NH:18][C@H:19]([C:38](=[O:50])[NH:39][C:40]2[CH:49]=[CH:48][C:43]3[NH:44][C:45](=[O:47])[NH:46][C:42]=3[CH:41]=2)[CH2:20][C:21]2[CH:26]=[CH:25][C:24]([C:27]3[CH:28]=[CH:29][C:30]([C:34]([O:36]C)=[O:35])=[N:31][C:32]=3[CH3:33])=[CH:23][CH:22]=2)=[O:17])[CH2:12][CH2:11]1)=[O:7])([CH3:4])([CH3:3])[CH3:2].O.[OH-].[Li+]. (4) Reactant: [C:12]([O:11][C:9](O[C:9]([O:11][C:12]([CH3:15])([CH3:14])[CH3:13])=[O:10])=[O:10])([CH3:15])([CH3:14])[CH3:13].[NH2:16][C:17]1[CH:24]=[CH:23][C:20]([C:21]#[N:22])=[CH:19][CH:18]=1. Product: [C:12]([O:11][C:9]([NH:16][C:17]1[CH:24]=[CH:23][C:20]([C:21]#[N:22])=[CH:19][CH:18]=1)=[O:10])([CH3:13])([CH3:14])[CH3:15]. The catalyst class is: 11.